This data is from Reaction yield outcomes from USPTO patents with 853,638 reactions. The task is: Predict the reaction yield, written as a fraction of the theoretical maximum amount of product (1.0 means a 100% yield; for example, 0.34 means a 34% yield). (1) The reactants are [CH2:1]([N:3]([CH2:11][C:12]1[CH:13]=[N:14][CH:15]=[C:16]([C:19]2[CH:20]=[C:21]3[C:25](=[CH:26][CH:27]=2)[N:24]([CH:28]2[CH2:33][CH2:32][CH2:31][CH2:30][O:29]2)[N:23]=[C:22]3[C:34]2[NH:35][C:36]([C:39]([NH:41][CH2:42][C:43]3[CH:44]=[N:45][CH:46]=[CH:47][CH:48]=3)=[O:40])=[CH:37][N:38]=2)[C:17]=1[CH3:18])[C:4](=[O:10])[O:5][C:6]([CH3:9])([CH3:8])[CH3:7])[CH3:2].[C:49]([O:53][C:54](N(CC1C(C)=C(C2C=C3C(=CC=2)N(C2CCCCO2)N=C3C2NC(C(O)=O)=CN=2)C=NC=1)CC)=[O:55])([CH3:52])([CH3:51])[CH3:50].[CH:90](N(C(C)C)CC)(C)C.C(N[C@@]12N(C)[C@@H](CC1)CCC2)(OC(C)(C)C)=O.CN(C(ON1N=NC2C=CC=NC1=2)=[N+](C)C)C.F[P-](F)(F)(F)(F)F. The catalyst is C(Cl)Cl. The product is [C:6]([O:5][C:4]([N:3]([CH2:11][C:12]1[C:17]([CH3:18])=[C:16]([C:19]2[CH:20]=[C:21]3[C:25](=[CH:26][CH:27]=2)[N:24]([CH:28]2[CH2:33][CH2:32][CH2:31][CH2:30][O:29]2)[N:23]=[C:22]3[C:34]2[NH:35][C:36]([C:39]([NH:41][CH:42]3[CH2:90][CH:46]4[N:45]([C:54]([O:53][C:49]([CH3:52])([CH3:51])[CH3:50])=[O:55])[CH:44]([CH2:48][CH2:47]4)[CH2:43]3)=[O:40])=[CH:37][N:38]=2)[CH:15]=[N:14][CH:13]=1)[CH2:1][CH3:2])=[O:10])([CH3:9])([CH3:7])[CH3:8]. The yield is 0.670. (2) The catalyst is CCOC(C)=O.C(Cl)Cl.CN(C=O)C. The reactants are [C:1]([O-:4])(=[O:3])C.[O:5]=[C:6]1[C@@H:9]([NH3+:10])[CH2:8][NH:7]1.[CH3:11]CN(C(C)C)C(C)C.[O:20]1[C:24]2[CH:25]=[CH:26][CH:27]=[CH:28][C:23]=2[N:22]=[C:21]1[C:29]1[CH:34]=[CH:33][C:32](C2C=CN(C([O-])=O)C(=O)C=2C)=[CH:31][CH:30]=1.C([O-])(O)=O.[Na+]. The product is [O:20]1[C:24]2[CH:25]=[CH:26][CH:27]=[CH:28][C:23]=2[N:22]=[C:21]1[C:29]1[CH:34]=[CH:33][C:32]([O:4][C:1](=[O:3])[N:10]([CH3:11])[C@H:9]2[CH2:8][NH:7][C:6]2=[O:5])=[CH:31][CH:30]=1. The yield is 0.540. (3) The reactants are [F:1][C:2]1[CH:3]=[C:4]([OH:8])[CH:5]=[CH:6][CH:7]=1.Cl[C:10]1[N:11]=[C:12]([OH:20])[C:13]2[CH:19]=[CH:18][N:17]=[CH:16][C:14]=2[N:15]=1. No catalyst specified. The product is [F:1][C:2]1[CH:3]=[C:4]([CH:5]=[CH:6][CH:7]=1)[O:8][C:10]1[N:11]=[C:12]([OH:20])[C:13]2[CH:19]=[CH:18][N:17]=[CH:16][C:14]=2[N:15]=1. The yield is 0.400. (4) The product is [Br:1][C:2]1[CH:3]=[CH:4][C:5]2[O:14][CH2:13][CH2:12][N:11]3[C:7](=[N:8][C:9]([C:67]4[N:70]([CH:25]([CH3:65])[CH3:24])[N:22]=[C:21]([CH2:20][O:19][CH3:18])[N:23]=4)=[CH:10]3)[C:6]=2[CH:16]=1. The catalyst is CN(C=O)C.C(OCC)(=O)C.C([O-])(=O)C.[Pd+2].C([O-])(=O)C.C(O)(=O)C. The yield is 0.400. The reactants are [Br:1][C:2]1[CH:3]=[CH:4][C:5]2[O:14][CH2:13][CH2:12][N:11]3[C:7](=[N:8][C:9](I)=[CH:10]3)[C:6]=2[CH:16]=1.Cl.[CH3:18][O:19][CH2:20][C:21]([NH2:23])=[NH:22].[CH3:24][C:25]1([CH3:65])C2C(=C(P(C3C=CC=CC=3)C3C=CC=CC=3)C=CC=2)OC2C(P(C3C=CC=CC=3)C3C=CC=CC=3)=CC=CC1=2.Cl.[CH:67]([NH:70]N)(C)C. (5) The catalyst is CN(C)C=O. The yield is 0.930. The product is [S:1]1[C:5]2[CH:6]=[CH:7][CH:8]=[CH:9][C:4]=2[C:3]([CH2:10][CH2:11][C:23]#[N:24])=[CH:2]1. The reactants are [S:1]1[C:5]2[CH:6]=[CH:7][CH:8]=[CH:9][C:4]=2[C:3]([CH2:10][CH2:11]OS(C2C=CC(C)=CC=2)(=O)=O)=[CH:2]1.[C-:23]#[N:24].[Na+].O. (6) The reactants are OC1N=C2C=C(OCC3SC=C(C(C)C)N=3)C=CN2C(=O)C=1/C=C/C(OC(C)(C)C)=O.[C:32]([C:36]1[N:37]=[C:38]([NH:41][C:42]([C:44]2[CH:72]=[CH:71][N:47]3[C:48](=[O:70])[C:49](/[CH:61]=[CH:62]/[C:63]([O:65][C:66]([CH3:69])([CH3:68])[CH3:67])=[O:64])=[C:50]([N:52]4[CH2:57][CH2:56][CH2:55][C@@H:54]([O:58]C=O)[CH2:53]4)[N:51]=[C:46]3[CH:45]=2)=[O:43])[S:39][CH:40]=1)([CH3:35])([CH3:34])[CH3:33]. No catalyst specified. The product is [C:32]([C:36]1[N:37]=[C:38]([NH:41][C:42]([C:44]2[CH:72]=[CH:71][N:47]3[C:48](=[O:70])[C:49](/[CH:61]=[CH:62]/[C:63]([O:65][C:66]([CH3:69])([CH3:68])[CH3:67])=[O:64])=[C:50]([N:52]4[CH2:57][CH2:56][CH2:55][C@@H:54]([OH:58])[CH2:53]4)[N:51]=[C:46]3[CH:45]=2)=[O:43])[S:39][CH:40]=1)([CH3:35])([CH3:33])[CH3:34]. The yield is 0.690. (7) The reactants are [H-].[Na+].Cl[C:4]1[CH:9]=[CH:8][N:7]=[C:6]([NH2:10])[N:5]=1.[CH3:11][C:12]1([CH3:19])[O:16][CH:15]([CH2:17][OH:18])[CH2:14][O:13]1. The catalyst is O1CCOCC1. The product is [CH3:11][C:12]1([CH3:19])[O:16][CH:15]([CH2:17][O:18][C:4]2[CH:9]=[CH:8][N:7]=[C:6]([NH2:10])[N:5]=2)[CH2:14][O:13]1. The yield is 0.690. (8) The reactants are [CH3:1][O:2][C:3]1[CH:4]=[C:5]([CH:9]=[CH:10][CH:11]=1)[CH2:6][CH2:7][NH2:8].[CH:12](O)=O.C(OC(=O)C)(=O)C.C(=O)(O)[O-].[Na+]. The catalyst is O1CCCC1. The product is [CH3:1][O:2][C:3]1[CH:4]=[C:5]2[C:9](=[CH:10][CH:11]=1)[CH:12]=[N:8][CH2:7][CH2:6]2. The yield is 0.170. (9) The reactants are CC1N=C(N2CCN(C3C=CC=CC=3)C2=O)SC=1C(OCC)=O.[Cl:24][C:25]1[CH:51]=[CH:50][C:28]2[S:29][CH:30]=[C:31]([CH2:32][N:33]3[CH2:37][CH2:36][N:35]([C:38]4[S:39][C:40]([C:44]([O:46]CC)=[O:45])=[C:41]([CH3:43])[N:42]=4)[C:34]3=[O:49])[C:27]=2[CH:26]=1. No catalyst specified. The product is [Cl:24][C:25]1[CH:51]=[CH:50][C:28]2[S:29][CH:30]=[C:31]([CH2:32][N:33]3[CH2:37][CH2:36][N:35]([C:38]4[S:39][C:40]([C:44]([OH:46])=[O:45])=[C:41]([CH3:43])[N:42]=4)[C:34]3=[O:49])[C:27]=2[CH:26]=1. The yield is 0.590. (10) The reactants are [F:1][C:2]1[C:3]([C:15]([C:17]2[CH:22]=[CH:21][CH:20]=[CH:19][CH:18]=2)=O)=[N:4][CH:5]=[CH:6][C:7]=1[C:8]1[CH:9]=[N:10][CH:11]=[CH:12][C:13]=1[CH3:14].Cl.[NH2:24][OH:25]. The catalyst is N1C=CC=CC=1. The product is [F:1][C:2]1[C:3](/[C:15](/[C:17]2[CH:22]=[CH:21][CH:20]=[CH:19][CH:18]=2)=[N:24]\[OH:25])=[N:4][CH:5]=[CH:6][C:7]=1[C:8]1[CH:9]=[N:10][CH:11]=[CH:12][C:13]=1[CH3:14]. The yield is 0.890.